This data is from Peptide-MHC class I binding affinity with 185,985 pairs from IEDB/IMGT. The task is: Regression. Given a peptide amino acid sequence and an MHC pseudo amino acid sequence, predict their binding affinity value. This is MHC class I binding data. (1) The peptide sequence is MRNTIMASK. The MHC is HLA-A02:16 with pseudo-sequence HLA-A02:16. The binding affinity (normalized) is 0.0847. (2) The MHC is HLA-A29:02 with pseudo-sequence HLA-A29:02. The binding affinity (normalized) is 0.0625. The peptide sequence is TWEAWWTEYW. (3) The peptide sequence is IVCSKTVKNV. The MHC is HLA-A02:06 with pseudo-sequence HLA-A02:06. The binding affinity (normalized) is 0.268. (4) The peptide sequence is SQVRVPTVF. The MHC is HLA-B39:01 with pseudo-sequence HLA-B39:01. The binding affinity (normalized) is 0.0847. (5) The peptide sequence is RQLQKIERW. The MHC is HLA-B58:01 with pseudo-sequence HLA-B58:01. The binding affinity (normalized) is 0.611. (6) The peptide sequence is NACDKHNKT. The MHC is HLA-A02:03 with pseudo-sequence HLA-A02:03. The binding affinity (normalized) is 0.156.